This data is from CYP2D6 inhibition data for predicting drug metabolism from PubChem BioAssay. The task is: Regression/Classification. Given a drug SMILES string, predict its absorption, distribution, metabolism, or excretion properties. Task type varies by dataset: regression for continuous measurements (e.g., permeability, clearance, half-life) or binary classification for categorical outcomes (e.g., BBB penetration, CYP inhibition). Dataset: cyp2d6_veith. The molecule is O=C(CC1SC(N2CCCCC2)=NC1=O)Nc1cccc(C(=O)O)c1. The result is 0 (non-inhibitor).